From a dataset of Forward reaction prediction with 1.9M reactions from USPTO patents (1976-2016). Predict the product of the given reaction. (1) Given the reactants Br[C:2]1[CH:3]=[N:4][CH:5]=[C:6]([F:8])[CH:7]=1.C([O-])(=O)C.[Na+].[CH:14](=[O:17])[CH:15]=[CH2:16].O, predict the reaction product. The product is: [F:8][C:6]1[CH:7]=[C:2](/[CH:16]=[CH:15]/[CH:14]=[O:17])[CH:3]=[N:4][CH:5]=1. (2) Given the reactants [NH2:1][CH2:2][CH:3]1[S:7][C:6]([C:8]2[NH:9][C:10]3[C:15]([CH:16]=2)=[CH:14][CH:13]=[CH:12][C:11]=3[N:17]([CH3:26])[S:18]([C:21]2[S:22][CH:23]=[CH:24][CH:25]=2)(=[O:20])=[O:19])=[N:5][CH2:4]1.[C:27](OC(=O)C)(=[O:29])[CH3:28].O, predict the reaction product. The product is: [CH3:26][N:17]([S:18]([C:21]1[S:22][CH:23]=[CH:24][CH:25]=1)(=[O:20])=[O:19])[C:11]1[CH:12]=[CH:13][CH:14]=[C:15]2[C:10]=1[NH:9][C:8]([C:6]1[S:7][CH:3]([CH2:2][NH:1][C:27](=[O:29])[CH3:28])[CH2:4][N:5]=1)=[CH:16]2. (3) Given the reactants [CH2:1]([NH:3][C:4]1[C:28]([N+:29]([O-])=O)=[CH:27][C:7]([C:8]([N:10]([CH:24]([CH3:26])[CH3:25])[C@@H:11]2[CH2:16][CH2:15][CH2:14][N:13]([C:17]([O:19][C:20]([CH3:23])([CH3:22])[CH3:21])=[O:18])[CH2:12]2)=[O:9])=[C:6]([C:32]([F:35])([F:34])[F:33])[CH:5]=1)[CH3:2], predict the reaction product. The product is: [NH2:29][C:28]1[C:4]([NH:3][CH2:1][CH3:2])=[CH:5][C:6]([C:32]([F:33])([F:34])[F:35])=[C:7]([CH:27]=1)[C:8]([N:10]([CH:24]([CH3:25])[CH3:26])[C@@H:11]1[CH2:16][CH2:15][CH2:14][N:13]([C:17]([O:19][C:20]([CH3:23])([CH3:21])[CH3:22])=[O:18])[CH2:12]1)=[O:9]. (4) Given the reactants [C:1](#[N:10])[CH:2]=[CH:3][C:4]1[CH:9]=[CH:8][CH:7]=[CH:6][CH:5]=1.[CH3:11][C:12]1[NH:16][N:15]=[C:14]([NH2:17])[CH:13]=1.[CH3:18][S:19]([N:22]1[CH2:27][CH2:26][NH:25][CH2:24][CH2:23]1)(=[O:21])=[O:20], predict the reaction product. The product is: [CH3:11][C:12]1[NH:16][N:15]=[C:14]([NH:17][C:3]2[CH:2]=[C:1]([N:25]3[CH2:26][CH2:27][N:22]([S:19]([CH3:18])(=[O:21])=[O:20])[CH2:23][CH2:24]3)[N:10]=[C:1]([CH:2]=[CH:3][C:4]3[CH:9]=[CH:8][CH:7]=[CH:6][CH:5]=3)[N:10]=2)[CH:13]=1. (5) Given the reactants [CH3:1][O:2][C:3](=[O:31])[C:4]1[CH:9]=[C:8]([CH2:10][C@@H:11]([C:20]([O:22][CH2:23][C:24]2[CH:29]=[CH:28][CH:27]=[CH:26][CH:25]=2)=[O:21])[NH:12][C:13]([O:15][C:16]([CH3:19])([CH3:18])[CH3:17])=[O:14])[CH:7]=[CH:6][C:5]=1[OH:30].C([O-])([O-])=O.[K+].[K+].[C:38]([O:41][CH2:42]Br)(=[O:40])[CH3:39], predict the reaction product. The product is: [CH3:1][O:2][C:3](=[O:31])[C:4]1[CH:9]=[C:8]([CH2:10][C@@H:11]([C:20]([O:22][CH2:23][C:24]2[CH:29]=[CH:28][CH:27]=[CH:26][CH:25]=2)=[O:21])[NH:12][C:13]([O:15][C:16]([CH3:19])([CH3:18])[CH3:17])=[O:14])[CH:7]=[CH:6][C:5]=1[O:30][CH2:39][C:38]([O:41][CH3:42])=[O:40]. (6) Given the reactants [NH2:1][CH:2]1[N:8]=[C:7]([C:9]2[CH:14]=[CH:13][CH:12]=[CH:11][CH:10]=2)[C:6]2[CH:15]=[CH:16][CH:17]=[CH:18][C:5]=2[N:4]([CH3:19])[C:3]1=[O:20].[CH3:21][CH:22]([C:26]([NH:28][CH2:29][C:30]1[CH:35]=[CH:34][CH:33]=[C:32]([C:36]([F:39])([F:38])[F:37])[CH:31]=1)=[O:27])[C:23](O)=[O:24], predict the reaction product. The product is: [CH3:21][CH:22]([C:26]([NH:28][CH2:29][C:30]1[CH:35]=[CH:34][CH:33]=[C:32]([C:36]([F:37])([F:38])[F:39])[CH:31]=1)=[O:27])[C:23]([NH:1][CH:2]1[C:3](=[O:20])[N:4]([CH3:19])[C:5]2[CH:18]=[CH:17][CH:16]=[CH:15][C:6]=2[C:7]([C:9]2[CH:14]=[CH:13][CH:12]=[CH:11][CH:10]=2)=[N:8]1)=[O:24].